From a dataset of Catalyst prediction with 721,799 reactions and 888 catalyst types from USPTO. Predict which catalyst facilitates the given reaction. (1) Reactant: Cl[C:2]1[CH:11]=[CH:10][N:9]=[C:8]2[C:3]=1[C:4]1[CH:16]=[CH:15][C:14]([C:17]([O:19][CH3:20])=[O:18])=[CH:13][C:5]=1[C:6](=[O:12])[NH:7]2.[NH2:21][C:22]1[CH:27]=[CH:26][C:25]([NH:28][C:29](=[O:36])[C:30]2[CH:35]=[CH:34][CH:33]=[CH:32][CH:31]=2)=[CH:24][CH:23]=1.Cl. Product: [C:29]([NH:28][C:25]1[CH:24]=[CH:23][C:22]([NH:21][C:2]2[CH:11]=[CH:10][N:9]=[C:8]3[C:3]=2[C:4]2[CH:16]=[CH:15][C:14]([C:17]([O:19][CH3:20])=[O:18])=[CH:13][C:5]=2[C:6](=[O:12])[NH:7]3)=[CH:27][CH:26]=1)(=[O:36])[C:30]1[CH:31]=[CH:32][CH:33]=[CH:34][CH:35]=1. The catalyst class is: 179. (2) Reactant: [Br:1][C:2]1[CH:7]=[C:6]([F:8])[CH:5]=[CH:4][C:3]=1[CH2:9][C:10](O)=[O:11]. Product: [Br:1][C:2]1[CH:7]=[C:6]([F:8])[CH:5]=[CH:4][C:3]=1[CH2:9][CH2:10][OH:11]. The catalyst class is: 7. (3) The catalyst class is: 11. Product: [CH:1]1([C:4]2[CH2:5][C:6](=[O:8])[N:12]([CH3:11])[N:13]=2)[CH2:3][CH2:2]1. Reactant: [CH:1]1([C:4](=O)[CH2:5][C:6]([O:8]C)=O)[CH2:3][CH2:2]1.[CH3:11][NH:12][NH2:13]. (4) Reactant: [CH2:1]([O:8][CH:9]1[CH2:12][CH:11]([N:13]2[C:21](=[O:22])[C:20]3[N:19]([CH2:23][C:24]4[CH:29]=[CH:28][C:27]([Cl:30])=[CH:26][CH:25]=4)[CH:18]=[N:17][C:16]=3[N:15]([CH3:31])[C:14]2=[O:32])[CH2:10]1)[C:2]1[CH:7]=[CH:6][CH:5]=[CH:4][CH:3]=1.C1C(=O)N([Cl:40])C(=O)C1. Product: [CH2:1]([O:8][CH:9]1[CH2:10][CH:11]([N:13]2[C:21](=[O:22])[C:20]3[N:19]([CH2:23][C:24]4[CH:25]=[CH:26][C:27]([Cl:30])=[CH:28][CH:29]=4)[C:18]([Cl:40])=[N:17][C:16]=3[N:15]([CH3:31])[C:14]2=[O:32])[CH2:12]1)[C:2]1[CH:7]=[CH:6][CH:5]=[CH:4][CH:3]=1. The catalyst class is: 3.